This data is from Full USPTO retrosynthesis dataset with 1.9M reactions from patents (1976-2016). The task is: Predict the reactants needed to synthesize the given product. (1) Given the product [Cl:57][C:54]1[CH:55]=[C:56]2[C:51](=[C:52]([Cl:58])[CH:53]=1)[CH2:50][N:49]([CH3:59])[CH2:48][CH:47]2[C:44]1[CH:43]=[CH:42][C:41]([S:38]([NH:37][CH2:36][CH2:35][O:34][CH2:33][CH2:32][O:31][CH2:30][CH2:29][O:28][CH2:27][CH2:26][NH:25][C:3](=[O:5])[CH:2]([OH:1])[CH:13]([OH:24])[C:14]([NH:25][CH2:26][CH2:27][O:28][CH2:29][CH2:30][O:31][CH2:32][CH2:33][O:34][CH2:35][CH2:36][NH:37][S:38]([C:41]2[CH:42]=[CH:43][C:44]([CH:47]3[C:56]4[C:51](=[C:52]([Cl:58])[CH:53]=[C:54]([Cl:57])[CH:55]=4)[CH2:50][N:49]([CH3:59])[CH2:48]3)=[CH:45][CH:46]=2)(=[O:40])=[O:39])=[O:16])(=[O:40])=[O:39])=[CH:46][CH:45]=1, predict the reactants needed to synthesize it. The reactants are: [OH:1][CH:2]([CH:13]([OH:24])[C:14]([O:16]N1C(=O)CCC1=O)=O)[C:3]([O:5]N1C(=O)CCC1=O)=O.[NH2:25][CH2:26][CH2:27][O:28][CH2:29][CH2:30][O:31][CH2:32][CH2:33][O:34][CH2:35][CH2:36][NH:37][S:38]([C:41]1[CH:46]=[CH:45][C:44]([CH:47]2[C:56]3[C:51](=[C:52]([Cl:58])[CH:53]=[C:54]([Cl:57])[CH:55]=3)[CH2:50][N:49]([CH3:59])[CH2:48]2)=[CH:43][CH:42]=1)(=[O:40])=[O:39]. (2) Given the product [ClH:22].[CH3:1][C:2]1[N:3]=[C:4]2[CH:12]=[CH:11][CH:10]=[C:9]3[N:5]2[C:6]=1[C:7](=[O:21])[N:8]3[CH2:13][CH2:14][CH2:15][NH:16][S:17]([CH3:20])(=[O:19])=[O:18], predict the reactants needed to synthesize it. The reactants are: [CH3:1][C:2]1[N:3]=[C:4]2[CH:12]=[CH:11][CH:10]=[C:9]3[N:5]2[C:6]=1[C:7](=[O:21])[N:8]3[CH2:13][CH2:14][CH2:15][NH:16][S:17]([CH3:20])(=[O:19])=[O:18].[ClH:22].